This data is from Peptide-MHC class I binding affinity with 185,985 pairs from IEDB/IMGT. The task is: Regression. Given a peptide amino acid sequence and an MHC pseudo amino acid sequence, predict their binding affinity value. This is MHC class I binding data. The peptide sequence is VPNLQSLTNL. The binding affinity (normalized) is 0.740. The MHC is Patr-B1301 with pseudo-sequence Patr-B1301.